This data is from Forward reaction prediction with 1.9M reactions from USPTO patents (1976-2016). The task is: Predict the product of the given reaction. (1) Given the reactants [CH3:1][CH:2]([C:4]1[N:8]([CH2:9][CH2:10][C@@H:11]([OH:19])[CH2:12][C@@H:13]([OH:18])[CH2:14][C:15]([O-:17])=[O:16])[C:7]([C:20]2[CH:21]=[CH:22][C:23]([F:26])=[CH:24][CH:25]=2)=[C:6]([C:27]2[CH:28]=[CH:29][CH:30]=[CH:31][CH:32]=2)[C:5]=1[C:33]([NH:35][C:36]1[CH:37]=[CH:38][CH:39]=[CH:40][CH:41]=1)=[O:34])[CH3:3].CC(C1N(CC[C@@H](O)C[C@@H](O)CC([O-])=O)C(C2C=CC(F)=CC=2)=C(C2C=CC=CC=2)C=1C(NC1C=CC=CC=1)=O)C.[Ca+2].C(O)[C@H]([C@H]([C@@H]([C@@H](CO)O)O)O)O.C([O-])(=O)CCCCCCCCCCCCCCCCC.[Mg+2].C([O-])(=O)CCCCCCCCCCCCCCCCC.C[C@@](O)(CC(SCCNC(CCNC([C@H](O)C(COP(OP(OC[C@H]1O[C@@H](N2C3N=CN=C(N)C=3N=C2)[C@H](O)[C@@H]1OP(O)(O)=O)(O)=O)(O)=O)(C)C)=O)=O)=O)CC(O)=O, predict the reaction product. The product is: [CH3:3][CH:2]([C:4]1[N:8]([CH2:9][CH2:10][C@@H:11]([OH:19])[CH2:12][C@@H:13]([OH:18])[CH2:14][C:15]([OH:17])=[O:16])[C:7]([C:20]2[CH:25]=[CH:24][C:23]([F:26])=[CH:22][CH:21]=2)=[C:6]([C:27]2[CH:32]=[CH:31][CH:30]=[CH:29][CH:28]=2)[C:5]=1[C:33]([NH:35][C:36]1[CH:41]=[CH:40][CH:39]=[CH:38][CH:37]=1)=[O:34])[CH3:1]. (2) Given the reactants C([N:8]1[CH2:13][CH2:12][CH2:11][CH:10]([N:14]2[C:22]3[C:17](=[CH:18][CH:19]=[CH:20][CH:21]=3)[C:16]([S:23]([C:26]3[CH:31]=[CH:30][CH:29]=[CH:28][CH:27]=3)(=[O:25])=[O:24])=[CH:15]2)[CH2:9]1)C1C=CC=CC=1.[Cl:32]C(OC(Cl)C)=O.C(O)C.CCOCC, predict the reaction product. The product is: [ClH:32].[C:26]1([S:23]([C:16]2[C:17]3[C:22](=[CH:21][CH:20]=[CH:19][CH:18]=3)[N:14]([CH:10]3[CH2:11][CH2:12][CH2:13][NH:8][CH2:9]3)[CH:15]=2)(=[O:24])=[O:25])[CH:27]=[CH:28][CH:29]=[CH:30][CH:31]=1. (3) The product is: [F:13][C:10]1[CH:9]=[CH:8][C:7]([CH2:6][CH2:5][CH2:4][NH:3][O:2][CH3:1])=[CH:12][CH:11]=1. Given the reactants [CH3:1][O:2][N:3]=[CH:4][CH2:5][CH2:6][C:7]1[CH:12]=[CH:11][C:10]([F:13])=[CH:9][CH:8]=1.C([BH3-])#N.[Na+], predict the reaction product. (4) Given the reactants [CH:1]1([C:4]2[O:5][CH:6]=[C:7]([C:9]([OH:11])=O)[N:8]=2)[CH2:3][CH2:2]1.C(N(CC)C(C)C)(C)C.[NH2:21][C:22]1[C:23]([N:41]2[CH2:46][CH2:45][N:44]([C:47]3[CH:52]=[CH:51][CH:50]=[CH:49][C:48]=3[CH3:53])[CH2:43][CH2:42]2)=[CH:24][C:25]([F:40])=[C:26]([CH:39]=1)[C:27]([NH:29][CH2:30][CH2:31][CH2:32][N:33]1[CH2:37][CH2:36][CH2:35][C:34]1=[O:38])=[O:28].[Cl-].[Li+], predict the reaction product. The product is: [F:40][C:25]1[C:26]([C:27](=[O:28])[NH:29][CH2:30][CH2:31][CH2:32][N:33]2[CH2:37][CH2:36][CH2:35][C:34]2=[O:38])=[CH:39][C:22]([NH:21][C:9]([C:7]2[N:8]=[C:4]([CH:1]3[CH2:2][CH2:3]3)[O:5][CH:6]=2)=[O:11])=[C:23]([N:41]2[CH2:42][CH2:43][N:44]([C:47]3[CH:52]=[CH:51][CH:50]=[CH:49][C:48]=3[CH3:53])[CH2:45][CH2:46]2)[CH:24]=1. (5) Given the reactants CC(O[CH2:5][C:6]1[C:11]2=[CH:12][CH:13]=[C:14](C=O)[C:10]2=[CH:9]OC=1)=O.C([NH2:21])(CC)C, predict the reaction product. The product is: [CH:9]1[NH:21][CH:5]=[CH:6][C:11]2[C:10]=1[CH:14]=[CH:13][CH:12]=2. (6) Given the reactants [OH:1][C:2]1[CH:14]=[CH:13][C:5]2[C:6]([CH2:9][C:10]([OH:12])=[O:11])=[CH:7][O:8][C:4]=2[CH:3]=1.OS(O)(=O)=O.[CH3:20]O, predict the reaction product. The product is: [OH:1][C:2]1[CH:14]=[CH:13][C:5]2[C:6]([CH2:9][C:10]([O:12][CH3:20])=[O:11])=[CH:7][O:8][C:4]=2[CH:3]=1. (7) The product is: [C:24]1([C:27]2[CH:28]=[CH:29][CH:30]=[CH:31][CH:32]=2)[CH:23]=[CH:22][C:21]([NH:18][C:19]([NH:13][CH2:12][CH:8]2[O:9][CH2:10][CH2:11][N:6]([CH2:5][C:4]3[CH:14]=[CH:15][C:16]([Cl:17])=[C:2]([Cl:1])[CH:3]=3)[CH2:7]2)=[O:20])=[CH:26][CH:25]=1. Given the reactants [Cl:1][C:2]1[CH:3]=[C:4]([CH:14]=[CH:15][C:16]=1[Cl:17])[CH2:5][N:6]1[CH2:11][CH2:10][O:9][CH:8]([CH2:12][NH2:13])[CH2:7]1.[N:18]([C:21]1[CH:26]=[CH:25][C:24]([C:27]2[CH:32]=[CH:31][CH:30]=[CH:29][CH:28]=2)=[CH:23][CH:22]=1)=[C:19]=[O:20], predict the reaction product.